From a dataset of Full USPTO retrosynthesis dataset with 1.9M reactions from patents (1976-2016). Predict the reactants needed to synthesize the given product. (1) Given the product [F:33][C:34]([F:39])([F:38])[C:35]([OH:37])=[O:36].[CH:1]1([C:4]2[N:8]=[C:7]([CH:9]3[CH2:14][CH:13]([C:15]4[CH:20]=[CH:19][C:18]([O:21][C:22]([F:23])([F:25])[F:24])=[CH:17][CH:16]=4)[CH2:12][NH:11][CH2:10]3)[O:6][N:5]=2)[CH2:2][CH2:3]1, predict the reactants needed to synthesize it. The reactants are: [CH:1]1([C:4]2[N:8]=[C:7]([CH:9]3[CH2:14][CH:13]([C:15]4[CH:20]=[CH:19][C:18]([O:21][C:22]([F:25])([F:24])[F:23])=[CH:17][CH:16]=4)[CH2:12][N:11](C(OC(C)(C)C)=O)[CH2:10]3)[O:6][N:5]=2)[CH2:3][CH2:2]1.[F:33][C:34]([F:39])([F:38])[C:35]([OH:37])=[O:36]. (2) Given the product [NH4+:2].[OH-:13].[CH3:1][N:2]1[C:10]2[C:5](=[CH:6][CH:7]=[CH:8][CH:9]=2)[C:4]([C:11]2[C:12](=[O:32])[NH:34][C:14](=[O:13])[C:15]=2[C:16]2[CH:21]=[CH:20][CH:19]=[C:18]([O:22][CH2:23][CH2:24][N:25]3[CH2:30][CH2:29][O:28][CH2:27][CH2:26]3)[CH:17]=2)=[CH:3]1, predict the reactants needed to synthesize it. The reactants are: [CH3:1][N:2]1[C:10]2[C:5](=[CH:6][CH:7]=[CH:8][CH:9]=2)[C:4]([C:11]2[C:12](=[O:32])[O:13][C:14](=O)[C:15]=2[C:16]2[CH:21]=[CH:20][CH:19]=[C:18]([O:22][CH2:23][CH2:24][N:25]3[CH2:30][CH2:29][O:28][CH2:27][CH2:26]3)[CH:17]=2)=[CH:3]1.[OH-].[NH4+:34]. (3) Given the product [Cl:1][C:2]1[N+:7]([O-:27])=[N:6][C:5]([O:8][C:9]2[C:14]([CH3:15])=[CH:13][CH:12]=[CH:11][C:10]=2[CH3:16])=[C:4]([O:17][CH3:18])[CH:3]=1, predict the reactants needed to synthesize it. The reactants are: [Cl:1][C:2]1[N:7]=[N:6][C:5]([O:8][C:9]2[C:14]([CH3:15])=[CH:13][CH:12]=[CH:11][C:10]=2[CH3:16])=[C:4]([O:17][CH3:18])[CH:3]=1.ClC1C=CC=C(C(OO)=[O:27])C=1.